Dataset: Full USPTO retrosynthesis dataset with 1.9M reactions from patents (1976-2016). Task: Predict the reactants needed to synthesize the given product. (1) Given the product [Cl:17][CH2:16][C:14]1[N:15]=[C:10]([N:1]2[CH2:6][CH2:5][CH:4]([CH2:7][OH:8])[CH2:3][CH2:2]2)[C:11]2[C:20]([C:21]3[CH:22]=[CH:23][CH:24]=[CH:25][CH:26]=3)=[CH:19][S:18][C:12]=2[N:13]=1, predict the reactants needed to synthesize it. The reactants are: [NH:1]1[CH2:6][CH2:5][CH:4]([CH2:7][OH:8])[CH2:3][CH2:2]1.Cl[C:10]1[C:11]2[C:20]([C:21]3[CH:26]=[CH:25][CH:24]=[CH:23][CH:22]=3)=[CH:19][S:18][C:12]=2[N:13]=[C:14]([CH2:16][Cl:17])[N:15]=1.C(N(CC)CC)C. (2) Given the product [CH3:1][CH:2]([CH3:17])[C@@H:3]([NH:6][C:7]1[CH:12]=[CH:11][C:10]([C:13]([F:14])([F:15])[F:16])=[CH:9][CH:8]=1)[CH2:4][O:5][CH2:18][CH2:19][C:20]1[CH:25]=[CH:24][CH:23]=[CH:22][CH:21]=1, predict the reactants needed to synthesize it. The reactants are: [CH3:1][CH:2]([CH3:17])[C@@H:3]([NH:6][C:7]1[CH:12]=[CH:11][C:10]([C:13]([F:16])([F:15])[F:14])=[CH:9][CH:8]=1)[CH2:4][OH:5].[CH2:18](Br)[CH2:19][C:20]1[CH:25]=[CH:24][CH:23]=[CH:22][CH:21]=1.[OH-].[Na+]. (3) The reactants are: [CH2:1]=O.[C:3]([O:7][C:8](=[O:26])[NH:9][CH:10]1[CH2:15][CH2:14][N:13]([S:16]([C:19]2[CH:24]=[CH:23][C:22]([NH2:25])=[CH:21][CH:20]=2)(=[O:18])=[O:17])[CH2:12][CH2:11]1)([CH3:6])([CH3:5])[CH3:4].C[O-].[Na+].[BH4-].[Na+]. Given the product [C:3]([O:7][C:8](=[O:26])[NH:9][CH:10]1[CH2:11][CH2:12][N:13]([S:16]([C:19]2[CH:20]=[CH:21][C:22]([NH:25][CH3:1])=[CH:23][CH:24]=2)(=[O:18])=[O:17])[CH2:14][CH2:15]1)([CH3:6])([CH3:4])[CH3:5], predict the reactants needed to synthesize it. (4) Given the product [CH2:1]([O:3][C:4]([C:6]1[C:10]([C:11]([F:13])([F:14])[F:12])=[N:9][NH:8][N:7]=1)=[O:5])[CH3:2], predict the reactants needed to synthesize it. The reactants are: [CH2:1]([O:3][C:4]([C:6]1[N:7]=[N:8][N:9](CC2C=CC(OC)=CC=2)[C:10]=1[C:11]([F:14])([F:13])[F:12])=[O:5])[CH3:2].C(OC(C1N(CC2C=CC(OC)=CC=2)N=NC=1C(F)(F)F)=O)C. (5) Given the product [C:3]([O:7][C:8](=[O:38])[N:9]([C@H:10]([C:12](=[O:36])[NH:13][C@@H:14]1[C:20](=[O:21])[N:19]([CH2:39][C:40]2[CH:45]=[CH:44][CH:43]=[CH:42][CH:41]=2)[C:18]2[CH:22]=[C:23]([O:26][CH2:27][CH2:28][CH2:29][C:30]3[CH:31]=[CH:32][CH:33]=[CH:34][CH:35]=3)[CH:24]=[CH:25][C:17]=2[CH2:16][CH2:15]1)[CH3:11])[CH3:37])([CH3:6])([CH3:4])[CH3:5], predict the reactants needed to synthesize it. The reactants are: [Na+].[I-].[C:3]([O:7][C:8](=[O:38])[N:9]([CH3:37])[C@H:10]([C:12](=[O:36])[NH:13][C@@H:14]1[C:20](=[O:21])[NH:19][C:18]2[CH:22]=[C:23]([O:26][CH2:27][CH2:28][CH2:29][C:30]3[CH:35]=[CH:34][CH:33]=[CH:32][CH:31]=3)[CH:24]=[CH:25][C:17]=2[CH2:16][CH2:15]1)[CH3:11])([CH3:6])([CH3:5])[CH3:4].[CH2:39](Br)[C:40]1[CH:45]=[CH:44][CH:43]=[CH:42][CH:41]=1.